Dataset: Full USPTO retrosynthesis dataset with 1.9M reactions from patents (1976-2016). Task: Predict the reactants needed to synthesize the given product. (1) The reactants are: [CH:1]1([NH2:5])[CH2:4][CH2:3][CH2:2]1.Cl[S:7]([C:10]1[CH:15]=[CH:14][C:13]([CH2:16][C:17]([OH:19])=[O:18])=[CH:12][CH:11]=1)(=[O:9])=[O:8]. Given the product [CH:1]1([NH:5][S:7]([C:10]2[CH:11]=[CH:12][C:13]([CH2:16][C:17]([OH:19])=[O:18])=[CH:14][CH:15]=2)(=[O:9])=[O:8])[CH2:4][CH2:3][CH2:2]1, predict the reactants needed to synthesize it. (2) Given the product [F:1][C:2]1[CH:3]=[CH:4][C:5]([C:8]2[O:12][N:11]=[C:10]([CH2:13][C@@H:14]([N:16]([CH3:17])[C:24](=[O:26])[C:23]3[CH:27]=[C:19]([CH3:18])[CH:20]=[CH:21][C:22]=3[N:28]3[N:32]=[CH:31][CH:30]=[N:29]3)[CH3:15])[N:9]=2)=[N:6][CH:7]=1, predict the reactants needed to synthesize it. The reactants are: [F:1][C:2]1[CH:3]=[CH:4][C:5]([C:8]2[O:12][N:11]=[C:10]([CH2:13][C@@H:14]([NH:16][CH3:17])[CH3:15])[N:9]=2)=[N:6][CH:7]=1.[CH3:18][C:19]1[CH:20]=[CH:21][C:22]([N:28]2[N:32]=[CH:31][CH:30]=[N:29]2)=[C:23]([CH:27]=1)[C:24]([OH:26])=O.CN(C(ON1N=NC2C=CC=NC1=2)=[N+](C)C)C.F[P-](F)(F)(F)(F)F.CCN(C(C)C)C(C)C. (3) Given the product [C:15]([C:14]1[C:9]([O:8][CH2:1][C:2]2[CH:7]=[CH:6][CH:5]=[CH:4][CH:3]=2)=[CH:10][CH:11]=[C:12]([O:25][C:26]2[C:34]([CH3:35])=[CH:33][C:32]([N+:36]([O-:38])=[O:37])=[C:31]3[C:27]=2[CH2:28][CH2:29][CH2:30]3)[C:13]=1[C:39]([O:42][CH2:43][CH3:44])=[O:41])(=[O:49])[CH3:16], predict the reactants needed to synthesize it. The reactants are: [CH2:1]([O:8][C:9]1[C:14]([C:15](=NNC(OCC)=O)[CH3:16])=[C:13](O)[C:12]([O:25][C:26]2[C:34]([CH3:35])=[CH:33][C:32]([N+:36]([O-:38])=[O:37])=[C:31]3[C:27]=2[CH2:28][CH2:29][CH2:30]3)=[CH:11][CH:10]=1)[C:2]1[CH:7]=[CH:6][CH:5]=[CH:4][CH:3]=1.[C:39]([O-:42])(=[O:41])C.[C:43]([O-])(=[O:49])[CH3:44].[C:43]([O-])(=[O:49])[CH3:44].[C:39]([O-:42])(=[O:41])C.[Pb+4].